From a dataset of Catalyst prediction with 721,799 reactions and 888 catalyst types from USPTO. Predict which catalyst facilitates the given reaction. (1) Reactant: [CH3:1][C:2]1[CH:7]=[CH:6][N:5]=[C:4]([NH:8][C:9]2[CH:14]=[CH:13][CH:12]=[C:11]([C:15]3[O:19][CH:18]=[N:17][CH:16]=3)[N:10]=2)[CH:3]=1.Br[CH:21]=[CH:22][C:23]1[CH:30]=[CH:29][C:26]([C:27]#[N:28])=[CH:25][CH:24]=1.O(C(C)(C)C)[Li].O1CCOCC1. Product: [CH3:1][C:2]1[CH:7]=[CH:6][N:5]=[C:4]([NH:8][C:9]2[N:10]=[C:11]([C:15]3[O:19][C:18]([CH:21]=[CH:22][C:23]4[CH:30]=[CH:29][C:26]([C:27]#[N:28])=[CH:25][CH:24]=4)=[N:17][CH:16]=3)[CH:12]=[CH:13][CH:14]=2)[CH:3]=1. The catalyst class is: 103. (2) The catalyst class is: 25. Reactant: C1C2C(CO[C:16]([NH:18][C@@H:19]3[CH:27]4[C:28](=[O:42])[CH2:29][C@H:30]([C:32]([O:34]CC5C=CC=CC=5)=[O:33])[CH2:31][N:25]5[C:26]4=[C:22]([CH:23]=[CH:24]5)[CH2:21][CH2:20]3)=[O:17])C3C(=CC=CC=3)C=2C=CC=1.[CH2:43](NCC)C.ClCCl.[C:51]([NH:54][C@H:55](C(O)=O)[C@H:56]([CH2:58][CH3:59])[CH3:57])(=[O:53])[CH3:52].C(Cl)CCl.[CH:67]1[CH:68]=[CH:69][C:70]2N(O)N=N[C:71]=2[CH:72]=1. Product: [C:51]([NH:54][C@H:55]([C:16]([NH:18][C@@H:19]1[CH:27]2[C:28](=[O:42])[CH2:29][C@H:30]([C:32]([O:34][CH2:43][C:71]3[CH:70]=[CH:69][CH:68]=[CH:67][CH:72]=3)=[O:33])[CH2:31][N:25]3[C:26]2=[C:22]([CH:23]=[CH:24]3)[CH2:21][CH2:20]1)=[O:17])[C@H:56]([CH2:58][CH3:59])[CH3:57])(=[O:53])[CH3:52]. (3) Reactant: [N+:1]([C:4]1[CH:5]=[C:6]2[C:10](=[CH:11][CH:12]=1)[N:9]([C:13]([C:26]1[CH:31]=[CH:30][CH:29]=[CH:28][CH:27]=1)([C:20]1[CH:25]=[CH:24][CH:23]=[CH:22][CH:21]=1)[C:14]1[CH:19]=[CH:18][CH:17]=[CH:16][CH:15]=1)[N:8]=[C:7]2[C:32]1[CH:37]=[CH:36][N:35]=[CH:34][CH:33]=1)([O-])=O.CO.[H][H]. Product: [N:35]1[CH:36]=[CH:37][C:32]([C:7]2[C:6]3[C:10](=[CH:11][CH:12]=[C:4]([NH2:1])[CH:5]=3)[N:9]([C:13]([C:20]3[CH:21]=[CH:22][CH:23]=[CH:24][CH:25]=3)([C:26]3[CH:27]=[CH:28][CH:29]=[CH:30][CH:31]=3)[C:14]3[CH:19]=[CH:18][CH:17]=[CH:16][CH:15]=3)[N:8]=2)=[CH:33][CH:34]=1. The catalyst class is: 787. (4) Reactant: [I:1][C:2]1[C:10]2[CH:9]=[N:8][CH:7]=[N:6][C:5]=2[NH:4][CH:3]=1.C(=O)([O-])[O-].[Cs+].[Cs+].I[CH:18]([CH3:20])[CH3:19].[Cl-].[NH4+]. Product: [I:1][C:2]1[C:10]2[CH:9]=[N:8][CH:7]=[N:6][C:5]=2[N:4]([CH:18]([CH3:20])[CH3:19])[CH:3]=1. The catalyst class is: 3.